Dataset: Peptide-MHC class II binding affinity with 134,281 pairs from IEDB. Task: Regression. Given a peptide amino acid sequence and an MHC pseudo amino acid sequence, predict their binding affinity value. This is MHC class II binding data. (1) The peptide sequence is KPVSKMRMATPLLMQALP. The MHC is DRB1_0802 with pseudo-sequence DRB1_0802. The binding affinity (normalized) is 0.626. (2) The peptide sequence is STVASAQIHLYYN. The MHC is DRB5_0101 with pseudo-sequence DRB5_0101. The binding affinity (normalized) is 0. (3) The peptide sequence is SPSLWEIRFAKQLASV. The MHC is DRB1_0101 with pseudo-sequence DRB1_0101. The binding affinity (normalized) is 0.830.